From a dataset of Peptide-MHC class II binding affinity with 134,281 pairs from IEDB. Regression. Given a peptide amino acid sequence and an MHC pseudo amino acid sequence, predict their binding affinity value. This is MHC class II binding data. (1) The peptide sequence is VFNYETETTSVIPAA. The MHC is DRB1_0802 with pseudo-sequence DRB1_0802. The binding affinity (normalized) is 0.187. (2) The MHC is DRB1_0802 with pseudo-sequence DRB1_0802. The peptide sequence is KRWIILGLNKIVRMY. The binding affinity (normalized) is 0.640.